From a dataset of CYP2D6 inhibition data for predicting drug metabolism from PubChem BioAssay. Regression/Classification. Given a drug SMILES string, predict its absorption, distribution, metabolism, or excretion properties. Task type varies by dataset: regression for continuous measurements (e.g., permeability, clearance, half-life) or binary classification for categorical outcomes (e.g., BBB penetration, CYP inhibition). Dataset: cyp2d6_veith. (1) The drug is Cc1cc(Cl)ccc1Oc1ncc(-c2ccc(Cl)cc2)cn1. The result is 0 (non-inhibitor). (2) The drug is COc1ccc(N2C(=O)CSC2c2cccc(F)c2)c(OC)c1. The result is 0 (non-inhibitor). (3) The result is 0 (non-inhibitor). The drug is CCNC(=O)c1c(NC(C)=O)sc2c1CCCC2.